Predict the product of the given reaction. From a dataset of Forward reaction prediction with 1.9M reactions from USPTO patents (1976-2016). (1) Given the reactants CN.[C:3]1(=[O:8])[CH2:7][CH2:6][CH:5]=[CH:4]1.[C:9]1([CH3:19])[CH:14]=[CH:13][CH:12]=[C:11]([S:15](Cl)(=[O:17])=[O:16])[CH:10]=1.[CH2:20]([N:22]([CH2:25][CH3:26])CC)C.Cl, predict the reaction product. The product is: [C:25]([O:8][CH2:3][CH3:7])(=[O:16])[CH3:26].[CH3:12][CH2:11][CH2:10][CH:9]([CH3:19])[CH3:14].[CH3:19][C:9]1[CH:10]=[C:11]([S:15]([N:22]([CH:5]2[CH2:6][CH2:7][C:3](=[O:8])[CH2:4]2)[CH3:20])(=[O:17])=[O:16])[CH:12]=[CH:13][CH:14]=1. (2) The product is: [CH3:19][O:18][C:11]1[CH:12]=[CH:13][CH:14]=[C:15]([O:16][CH3:17])[C:10]=1[CH:2]1[N:1]([CH2:30][C:20]2[C:29]3[C:24](=[CH:25][CH:26]=[CH:27][CH:28]=3)[CH:23]=[CH:22][CH:21]=2)[C:6](=[O:8])[CH2:5][CH2:4][CH2:3]1. Given the reactants [NH2:1][CH:2]([C:10]1[C:15]([O:16][CH3:17])=[CH:14][CH:13]=[CH:12][C:11]=1[O:18][CH3:19])[CH2:3][CH2:4][CH2:5][C:6]([O:8]C)=O.[C:20]1([CH:30]=O)[C:29]2[C:24](=[CH:25][CH:26]=[CH:27][CH:28]=2)[CH:23]=[CH:22][CH:21]=1, predict the reaction product.